This data is from hERG potassium channel inhibition data for cardiac toxicity prediction from Karim et al.. The task is: Regression/Classification. Given a drug SMILES string, predict its toxicity properties. Task type varies by dataset: regression for continuous values (e.g., LD50, hERG inhibition percentage) or binary classification for toxic/non-toxic outcomes (e.g., AMES mutagenicity, cardiotoxicity, hepatotoxicity). Dataset: herg_karim. (1) The molecule is Cc1[nH]c2ccccc2c1CCN(CCF)Cc1ccc(C=CC(=O)NO)cc1. The result is 1 (blocker). (2) The drug is NC(=O)Nc1sc(-c2ccc(F)cc2)cc1C(N)=O. The result is 0 (non-blocker). (3) The drug is COC(=O)c1ccc2ncc(F)c(CCC34CCC(NCc5ccc6c(n5)NC(=O)CO6)(CC3)CO4)c2n1. The result is 1 (blocker). (4) The drug is Cc1nc(Nc2cc(N[C@@H]3CCCC[C@@H]3N)cnc2C(N)=O)cc(OCC(C)(C)O)n1. The result is 0 (non-blocker). (5) The result is 1 (blocker). The compound is CCN(CC)C(=O)c1ccc(C(=C2CCN(Cc3ccc(F)cc3)CC2)c2cccc(F)c2)cc1.